From a dataset of Retrosynthesis with 50K atom-mapped reactions and 10 reaction types from USPTO. Predict the reactants needed to synthesize the given product. (1) Given the product COc1ccc(Oc2cc(-c3ccccc3)ccc2N)cc1, predict the reactants needed to synthesize it. The reactants are: COc1ccc(Oc2cc(-c3ccccc3)ccc2[N+](=O)[O-])cc1. (2) Given the product C=CCOc1ccc(Oc2ccccc2)cc1CCC, predict the reactants needed to synthesize it. The reactants are: C=CCBr.CCCc1cc(Oc2ccccc2)ccc1O. (3) Given the product COc1cc(NC(C)=O)c(Cl)cc1C(=O)NC1CCN(CC2CCCCC2)CC1, predict the reactants needed to synthesize it. The reactants are: COC(=O)c1cc(Cl)c(NC(C)=O)cc1OC.NC1CCN(CC2CCCCC2)CC1.